From a dataset of Forward reaction prediction with 1.9M reactions from USPTO patents (1976-2016). Predict the product of the given reaction. (1) Given the reactants C(OC(=O)[O:7][CH2:8][CH2:9][N:10](C(OC(C)(C)C)=O)[CH2:11][C:12]1[CH:17]=[CH:16][C:15]([C:18]2[S:26][C:25]3[C:20](=[N:21][CH:22]=[CH:23][C:24]=3[O:27][C:28]3[CH:33]=[CH:32][C:31]([NH:34][C:35]([NH:37][C:38](=[O:46])[CH2:39][C:40]4[CH:45]=[CH:44][CH:43]=[CH:42][CH:41]=4)=[S:36])=[CH:30][C:29]=3[F:47])[CH:19]=2)=[CH:14][CH:13]=1)(C)(C)C.C(Cl)Cl.C(O)(C(F)(F)F)=O, predict the reaction product. The product is: [F:47][C:29]1[CH:30]=[C:31]([NH:34][C:35]([NH:37][C:38](=[O:46])[CH2:39][C:40]2[CH:41]=[CH:42][CH:43]=[CH:44][CH:45]=2)=[S:36])[CH:32]=[CH:33][C:28]=1[O:27][C:24]1[CH:23]=[CH:22][N:21]=[C:20]2[CH:19]=[C:18]([C:15]3[CH:14]=[CH:13][C:12]([CH2:11][NH:10][CH2:9][CH2:8][OH:7])=[CH:17][CH:16]=3)[S:26][C:25]=12. (2) Given the reactants Br[C:2]1[CH:3]=[CH:4][C:5]([NH:12][C:13]2[N:17]([C:18]3[CH:23]=[CH:22][CH:21]=[CH:20][C:19]=3[CH3:24])[N:16]=[C:15]([C:25]([CH3:28])([CH3:27])[CH3:26])[CH:14]=2)=[C:6]([CH:11]=1)[C:7]([O:9][CH3:10])=[O:8].[CH2:29](B(O)O)[CH3:30].C(Cl)Cl.C1(C)C=CC=CC=1, predict the reaction product. The product is: [C:25]([C:15]1[CH:14]=[C:13]([NH:12][C:5]2[CH:4]=[CH:3][C:2]([CH2:29][CH3:30])=[CH:11][C:6]=2[C:7]([O:9][CH3:10])=[O:8])[N:17]([C:18]2[CH:23]=[CH:22][CH:21]=[CH:20][C:19]=2[CH3:24])[N:16]=1)([CH3:28])([CH3:27])[CH3:26]. (3) Given the reactants FC(F)(F)S(O[C:7]1[CH:11]([C:12]2[CH:17]=[CH:16][C:15]([C:18]([CH3:21])([CH3:20])[CH3:19])=[CH:14][CH:13]=2)[CH:10]([C:22]2[CH:27]=[CH:26][C:25]([N:28]3[C:32]([CH3:33])=[CH:31][CH:30]=[C:29]3[CH3:34])=[CH:24][CH:23]=2)[CH2:9][CH:8]=1)(=O)=O.CC1(C)C(C)(C)OB([C:45]2[CH:50]=[CH:49][C:48]([NH:51][C:52](=[O:58])[O:53][C:54]([CH3:57])([CH3:56])[CH3:55])=[CH:47][CH:46]=2)O1.C([O-])([O-])=O.[K+].[K+].ClCCl, predict the reaction product. The product is: [C:18]([C:15]1[CH:16]=[CH:17][C:12]([CH:11]2[C:7]([C:45]3[CH:46]=[CH:47][C:48]([NH:51][C:52](=[O:58])[O:53][C:54]([CH3:55])([CH3:56])[CH3:57])=[CH:49][CH:50]=3)=[CH:8][CH2:9][CH:10]2[C:22]2[CH:23]=[CH:24][C:25]([N:28]3[C:29]([CH3:34])=[CH:30][CH:31]=[C:32]3[CH3:33])=[CH:26][CH:27]=2)=[CH:13][CH:14]=1)([CH3:21])([CH3:20])[CH3:19]. (4) Given the reactants C(=O)([O-])[O-].[K+].[K+].[I-].[Na+].[CH3:9][C:10]1[C:11]([N+:17]([O-:19])=[O:18])=[C:12]([OH:16])[CH:13]=[CH:14][CH:15]=1.Cl.Cl[CH2:22][CH2:23][N:24]1[CH2:28][CH2:27][CH2:26][CH2:25]1, predict the reaction product. The product is: [CH3:9][C:10]1[C:11]([N+:17]([O-:19])=[O:18])=[C:12]([CH:13]=[CH:14][CH:15]=1)[O:16][CH2:22][CH2:23][N:24]1[CH2:28][CH2:27][CH2:26][CH2:25]1. (5) Given the reactants [C:1]([O:4][C@@H:5]1[C@H:9]([O:10][C:11](=[O:13])[CH3:12])[C@@H:8]([C:14]#[CH:15])[O:7][C@H:6]1[N:16]1[CH:24]=[N:23][C:22]2[C:17]1=[N:18][CH:19]=[N:20][C:21]=2Cl)(=[O:3])[CH3:2].[F:26][C:27]1[CH:33]=[CH:32][C:31]([CH3:34])=[CH:30][C:28]=1[NH2:29], predict the reaction product. The product is: [C:1]([O:4][C@@H:5]1[C@H:9]([O:10][C:11](=[O:13])[CH3:12])[C@@H:8]([C:14]#[CH:15])[O:7][C@H:6]1[N:16]1[CH:24]=[N:23][C:22]2[C:17]1=[N:18][CH:19]=[N:20][C:21]=2[NH:29][C:28]1[CH:30]=[C:31]([CH3:34])[CH:32]=[CH:33][C:27]=1[F:26])(=[O:3])[CH3:2].